Dataset: Reaction yield outcomes from USPTO patents with 853,638 reactions. Task: Predict the reaction yield, written as a fraction of the theoretical maximum amount of product (1.0 means a 100% yield; for example, 0.34 means a 34% yield). (1) The reactants are [I:1][C:2]1[C:10]2[C:5](=[CH:6][C:7]([CH3:11])=[CH:8][CH:9]=2)[NH:4][N:3]=1.Cl.Cl[CH2:14][CH2:15][CH2:16][N:17]([CH3:19])[CH3:18].C(=O)([O-])[O-].[K+].[K+].CN(C=O)C. The catalyst is O. The product is [I:1][C:2]1[C:10]2[C:5](=[CH:6][C:7]([CH3:11])=[CH:8][CH:9]=2)[N:4]([CH2:14][CH2:15][CH2:16][N:17]([CH3:19])[CH3:18])[N:3]=1. The yield is 0.506. (2) The reactants are [CH3:1][C:2]1[CH:7]=[C:6]([C:8]2[CH:9]=[CH:10][C:11]3[N:17]4[CH2:18][C@H:14]([CH2:15][CH2:16]4)[NH:13][C:12]=3[N:19]=2)[CH:5]=[CH:4][N:3]=1.ClC(Cl)(O[C:24](=[O:30])OC(Cl)(Cl)Cl)Cl.[N:32]1[CH:37]=[C:36]([NH2:38])[CH:35]=[N:34][CH:33]=1.O. The catalyst is C1COCC1.CCOC(C)=O.CO. The product is [CH3:1][C:2]1[CH:7]=[C:6]([C:8]2[CH:9]=[CH:10][C:11]3[N:17]4[CH2:18][C@H:14]([CH2:15][CH2:16]4)[N:13]([C:24]([NH:38][C:36]4[CH:37]=[N:32][CH:33]=[N:34][CH:35]=4)=[O:30])[C:12]=3[N:19]=2)[CH:5]=[CH:4][N:3]=1. The yield is 0.320. (3) The reactants are [Br:1][C:2]1[C:3]([CH3:9])=[C:4]([CH:6]=[CH:7][CH:8]=1)[NH2:5].[S:10]1[CH:14]=[CH:13][N:12]=[C:11]1[CH2:15][C:16](O)=[O:17].CCN(C(C)C)C(C)C.CN(C(ON1N=NC2C=CC=NC1=2)=[N+](C)C)C.F[P-](F)(F)(F)(F)F. The catalyst is CN(C=O)C.CCOC(C)=O. The product is [Br:1][C:2]1[C:3]([CH3:9])=[C:4]([NH:5][C:16](=[O:17])[CH2:15][C:11]2[S:10][CH:14]=[CH:13][N:12]=2)[CH:6]=[CH:7][CH:8]=1. The yield is 0.420. (4) The reactants are [F:1][C:2]([F:7])([CH2:5][OH:6])[CH2:3][OH:4].C(N([CH2:13][CH3:14])CC)C.[CH3:15][C:16]1[CH:21]=[CH:20][C:19]([S:22](Cl)(=[O:24])=[O:23])=[CH:18][CH:17]=1.[OH2:26]. The catalyst is C(Cl)Cl. The product is [CH3:15][C:16]1[CH:21]=[CH:20][C:19]([S:22]([O:4][CH2:3][C:2]([F:7])([F:1])[CH2:5][O:6][S:22]([C:19]2[CH:20]=[CH:21][C:13]([CH3:14])=[CH:17][CH:18]=2)(=[O:23])=[O:26])(=[O:24])=[O:23])=[CH:18][CH:17]=1. The yield is 0.710. (5) The reactants are [CH3:1][O:2][C:3](=[O:16])[C@@H:4]([NH:8][C:9]([O:11][C:12]([CH3:15])([CH3:14])[CH3:13])=[O:10])[CH2:5][CH2:6][OH:7].[C:17]1(O)[CH:22]=[CH:21][CH:20]=[CH:19][CH:18]=1.C1(P(C2C=CC=CC=2)C2C=CC=CC=2)C=CC=CC=1.N(C(OC(C)C)=O)=NC(OC(C)C)=O. The catalyst is C1COCC1. The product is [CH3:1][O:2][C:3](=[O:16])[C@@H:4]([NH:8][C:9]([O:11][C:12]([CH3:13])([CH3:15])[CH3:14])=[O:10])[CH2:5][CH2:6][O:7][C:17]1[CH:22]=[CH:21][CH:20]=[CH:19][CH:18]=1. The yield is 0.610.